From a dataset of Reaction yield outcomes from USPTO patents with 853,638 reactions. Predict the reaction yield, written as a fraction of the theoretical maximum amount of product (1.0 means a 100% yield; for example, 0.34 means a 34% yield). (1) The reactants are [Cl:1][C:2]1[CH:10]=[C:9]2[C:5]([C:6]([CH3:28])=[CH:7][N:8]2[S:11]([C:14]2[CH:19]=[CH:18][C:17]([O:20][CH3:21])=[C:16]([N:22]3[CH2:27][CH2:26][NH:25][CH2:24][CH2:23]3)[CH:15]=2)(=[O:13])=[O:12])=[CH:4][CH:3]=1.[C:29]([BH3-])#N.[Na+].C=O. The catalyst is CO. The product is [Cl:1][C:2]1[CH:10]=[C:9]2[C:5]([C:6]([CH3:28])=[CH:7][N:8]2[S:11]([C:14]2[CH:19]=[CH:18][C:17]([O:20][CH3:21])=[C:16]([N:22]3[CH2:23][CH2:24][N:25]([CH3:29])[CH2:26][CH2:27]3)[CH:15]=2)(=[O:13])=[O:12])=[CH:4][CH:3]=1. The yield is 0.905. (2) The reactants are [OH:1][N:2]=[C:3]([NH2:15])[C:4]1[CH:9]=[CH:8][C:7]([O:10][C:11]([F:14])([F:13])[F:12])=[CH:6][CH:5]=1.[CH3:16][C:17]1[NH:21][N:20]=[C:19]([C:22](O)=O)[N:18]=1.CCN=C=NCCCN(C)C.Cl.C1C=CC2N(O)N=NC=2C=1. The catalyst is CN(C=O)C.O. The product is [CH3:16][C:17]1[NH:21][N:20]=[C:19]([C:22]2[O:1][N:2]=[C:3]([C:4]3[CH:5]=[CH:6][C:7]([O:10][C:11]([F:13])([F:12])[F:14])=[CH:8][CH:9]=3)[N:15]=2)[N:18]=1. The yield is 0.370. (3) The catalyst is C1COCC1. The product is [C:25]1([C:29]2[CH:30]=[CH:31][CH:32]=[CH:33][CH:34]=2)[CH:26]=[CH:27][CH:28]=[C:23]([N:21]2[CH:22]=[C:18]([C:16]([C:2]3[CH:7]=[CH:6][CH:5]=[CH:4][N:3]=3)=[O:17])[N:19]=[CH:20]2)[CH:24]=1. The yield is 0.220. The reactants are Br[C:2]1[CH:7]=[CH:6][CH:5]=[CH:4][N:3]=1.C([Li])CCC.CON(C)[C:16]([C:18]1[N:19]=[CH:20][N:21]([C:23]2[CH:24]=[C:25]([C:29]3[CH:34]=[CH:33][CH:32]=[CH:31][CH:30]=3)[CH:26]=[CH:27][CH:28]=2)[CH:22]=1)=[O:17].[Cl-].[NH4+]. (4) The reactants are [Br:1][C:2]1[CH:10]=[CH:9][C:5]2[CH:6]=[CH:7][S:8][C:4]=2[C:3]=1[OH:11].[C:12](=O)([O-])[O-].[K+].[K+].S(OC)(OC)(=O)=O. The catalyst is CC(C)=O. The product is [Br:1][C:2]1[CH:10]=[CH:9][C:5]2[CH:6]=[CH:7][S:8][C:4]=2[C:3]=1[O:11][CH3:12]. The yield is 0.840.